From a dataset of Full USPTO retrosynthesis dataset with 1.9M reactions from patents (1976-2016). Predict the reactants needed to synthesize the given product. (1) The reactants are: Br[C:2]1[C:11]([O:12][CH3:13])=[CH:10][CH:9]=[C:8]2[C:3]=1[CH:4]=[CH:5][C:6]([CH:14]=[O:15])=[CH:7]2.[I-:16].[K+]. Given the product [I:16][C:2]1[C:11]([O:12][CH3:13])=[CH:10][CH:9]=[C:8]2[C:3]=1[CH:4]=[CH:5][C:6]([CH:14]=[O:15])=[CH:7]2, predict the reactants needed to synthesize it. (2) Given the product [Cl:39][C:32]1[CH:31]=[C:30]([C:27]2[CH:28]=[CH:29][N:25]([CH2:24][C@@H:23]([NH:22][C:17]([C:6]3[CH:5]=[C:4]([CH2:3][C:2]([OH:1])([CH3:21])[CH3:20])[N:8]([CH2:9][O:10][CH2:11][CH2:12][Si:13]([CH3:14])([CH3:15])[CH3:16])[N:7]=3)=[O:19])[CH3:40])[N:26]=2)[CH:37]=[C:36]([F:38])[C:33]=1[C:34]#[N:35], predict the reactants needed to synthesize it. The reactants are: [OH:1][C:2]([CH3:21])([CH3:20])[CH2:3][C:4]1[N:8]([CH2:9][O:10][CH2:11][CH2:12][Si:13]([CH3:16])([CH3:15])[CH3:14])[N:7]=[C:6]([C:17]([OH:19])=O)[CH:5]=1.[NH2:22][C@@H:23]([CH3:40])[CH2:24][N:25]1[CH:29]=[CH:28][C:27]([C:30]2[CH:37]=[C:36]([F:38])[C:33]([C:34]#[N:35])=[C:32]([Cl:39])[CH:31]=2)=[N:26]1. (3) Given the product [CH3:20][C:10]1[CH:15]=[CH:14][C:13]([S:16]([O:1][CH2:2][CH2:3][O:4][CH2:5][C:6]([OH:8])([CH3:9])[CH3:7])(=[O:18])=[O:17])=[CH:12][CH:11]=1, predict the reactants needed to synthesize it. The reactants are: [OH:1][CH2:2][CH2:3][O:4][CH2:5][C:6]([CH3:9])([OH:8])[CH3:7].[C:10]1([CH3:20])[CH:15]=[CH:14][C:13]([S:16](Cl)(=[O:18])=[O:17])=[CH:12][CH:11]=1.O. (4) Given the product [N+:11]([C:8]1[CH:9]=[CH:10][C:5]([NH:4][CH2:3][CH2:2][S:14]([O-:17])(=[O:16])=[O:15])=[CH:6][CH:7]=1)([O-:13])=[O:12].[Na+:18], predict the reactants needed to synthesize it. The reactants are: Br[CH2:2][CH2:3][NH:4][C:5]1[CH:10]=[CH:9][C:8]([N+:11]([O-:13])=[O:12])=[CH:7][CH:6]=1.[S:14]([O-:17])([O-:16])=[O:15].[Na+:18].[Na+]. (5) Given the product [F:27][C:28]([F:43])([F:42])[C:29]1[CH:30]=[C:31]([C:32]([N:8]2[CH2:13][CH2:12][C@H:11]([N:22]3[CH2:26][CH2:25][CH2:24][CH2:23]3)[C@H:10]([C:15]3[CH:16]=[CH:17][C:18]([Cl:21])=[CH:19][CH:20]=3)[CH2:9]2)=[O:33])[CH:35]=[C:36]([C:38]([F:41])([F:40])[F:39])[CH:37]=1, predict the reactants needed to synthesize it. The reactants are: C([N:8]1[CH2:13][CH2:12][C:11](=O)[CH:10]([C:15]2[CH:20]=[CH:19][C:18]([Cl:21])=[CH:17][CH:16]=2)[CH2:9]1)C1C=CC=CC=1.[NH:22]1[CH2:26][CH2:25][CH2:24][CH2:23]1.[F:27][C:28]([F:43])([F:42])[C:29]1[CH:30]=[C:31]([CH:35]=[C:36]([C:38]([F:41])([F:40])[F:39])[CH:37]=1)[C:32](Cl)=[O:33]. (6) Given the product [C:1]12([CH2:11][O:12][C:13]3[C:21]([CH:22]4[CH2:23][CH2:24]4)=[CH:20][C:16]([C:17]([NH:36][S:35](=[O:38])(=[O:37])[NH:34][CH2:33][CH2:32][CH2:31][OH:30])=[O:19])=[C:15]([F:25])[CH:14]=3)[CH2:8][CH:7]3[CH2:9][CH:3]([CH2:4][CH:5]([CH2:6]3)[CH2:10]1)[CH2:2]2, predict the reactants needed to synthesize it. The reactants are: [C:1]12([CH2:11][O:12][C:13]3[C:21]([CH:22]4[CH2:24][CH2:23]4)=[CH:20][C:16]([C:17]([OH:19])=O)=[C:15]([F:25])[CH:14]=3)[CH2:10][CH:5]3[CH2:6][CH:7]([CH2:9][CH:3]([CH2:4]3)[CH2:2]1)[CH2:8]2.FC(F)(F)C([O:30][CH2:31][CH2:32][CH2:33][NH:34][S:35](=[O:38])(=[O:37])[NH2:36])=O.C(=O)([O-])[O-].[Na+].[Na+].Cl.